From a dataset of Catalyst prediction with 721,799 reactions and 888 catalyst types from USPTO. Predict which catalyst facilitates the given reaction. (1) Reactant: FC(F)(F)C(O)=O.C(O[C:13]([N:15]1[CH2:20][CH2:19][N:18]([C:21]2[C:29]([Cl:30])=[C:28]3[C:24]([CH2:25][N:26]([CH:32]4[CH2:37][CH2:36][CH2:35][CH2:34][CH2:33]4)[C:27]3=[O:31])=[CH:23][CH:22]=2)[CH2:17][CH2:16]1)=O)(C)(C)C.C(=O)([O-])[O-].[K+].[K+].[C:44]1([CH:50]([C:54]2[CH:59]=[CH:58][CH:57]=[CH:56][CH:55]=2)[CH2:51]CBr)[CH:49]=[CH:48][CH:47]=[CH:46][CH:45]=1.C(O)(=O)CC(CC(O)=O)(C(O)=O)O. Product: [Cl:30][C:29]1[C:21]([N:18]2[CH2:19][CH2:20][N:15]([CH2:13][CH2:51][CH:50]([C:44]3[CH:49]=[CH:48][CH:47]=[CH:46][CH:45]=3)[C:54]3[CH:59]=[CH:58][CH:57]=[CH:56][CH:55]=3)[CH2:16][CH2:17]2)=[CH:22][CH:23]=[C:24]2[C:28]=1[C:27](=[O:31])[N:26]([CH:32]1[CH2:37][CH2:36][CH2:35][CH2:34][CH2:33]1)[CH2:25]2. The catalyst class is: 120. (2) Reactant: [C:1]([C:3]1[CH:4]=[C:5]2[C:9](=[CH:10][CH:11]=1)[NH:8][CH:7]=[CH:6]2)#[N:2].[H-].[Na+].[CH3:14][O:15][C:16]1[CH:21]=[CH:20][C:19]([S:22](Cl)(=[O:24])=[O:23])=[CH:18][C:17]=1[N:26]1[CH2:31][CH2:30][N:29]([C:32](=[O:37])[C:33]([Cl:36])([Cl:35])[Cl:34])[CH2:28][CH2:27]1. The catalyst class is: 1. Product: [CH3:14][O:15][C:16]1[CH:21]=[CH:20][C:19]([S:22]([N:8]2[C:9]3[C:5](=[CH:4][C:3]([C:1]#[N:2])=[CH:11][CH:10]=3)[CH:6]=[CH:7]2)(=[O:23])=[O:24])=[CH:18][C:17]=1[N:26]1[CH2:31][CH2:30][N:29]([C:32](=[O:37])[C:33]([Cl:36])([Cl:35])[Cl:34])[CH2:28][CH2:27]1. (3) Reactant: [C:1]12([C:8]3[NH:12][C:11]4[CH:13]=[CH:14][CH:15]=[C:16]([C:17]([NH2:19])=[O:18])[C:10]=4[N:9]=3)[CH2:7][CH:4]([CH2:5][CH2:6]1)[CH2:3][NH:2]2.C=O.[C:22]([BH3-])#N.[Na+]. Product: [CH3:22][N:2]1[CH2:3][CH:4]2[CH2:7][C:1]1([C:8]1[NH:12][C:11]3[CH:13]=[CH:14][CH:15]=[C:16]([C:17]([NH2:19])=[O:18])[C:10]=3[N:9]=1)[CH2:6][CH2:5]2. The catalyst class is: 5. (4) Reactant: [OH:1][C:2]1([CH2:8][N:9]([CH3:20])[C:10]2[CH:19]=[CH:18][C:13]([C:14]([O:16][CH3:17])=[O:15])=[CH:12][CH:11]=2)[CH2:7][CH2:6][NH:5][CH2:4][CH2:3]1.[C:21]([C:23]1[CH:30]=[CH:29][C:26]([CH:27]=O)=[CH:25][CH:24]=1)#[N:22].C(O[BH-](OC(=O)C)OC(=O)C)(=O)C.[Na+].C(=O)([O-])O.[Na+]. Product: [C:21]([C:23]1[CH:30]=[CH:29][C:26]([CH2:27][N:5]2[CH2:6][CH2:7][C:2]([CH2:8][N:9]([CH3:20])[C:10]3[CH:19]=[CH:18][C:13]([C:14]([O:16][CH3:17])=[O:15])=[CH:12][CH:11]=3)([OH:1])[CH2:3][CH2:4]2)=[CH:25][CH:24]=1)#[N:22]. The catalyst class is: 411. (5) Reactant: [C:1]([C:5]1[CH:10]=[CH:9][C:8]([S:11]([NH:14][C:15]2[CH:16]=[C:17]3[C:21](=[CH:22][CH:23]=2)[NH:20][C:19]([C:24]([OH:26])=O)=[C:18]3[C:27]2[CH:32]=[CH:31][CH:30]=[CH:29][CH:28]=2)(=[O:13])=[O:12])=[CH:7][CH:6]=1)([CH3:4])([CH3:3])[CH3:2].[NH2:33][CH:34]1[CH2:39][CH2:38][O:37][CH2:36][CH2:35]1. Product: [O:37]1[CH2:38][CH2:39][CH:34]([NH:33][C:24]([C:19]2[NH:20][C:21]3[C:17]([C:18]=2[C:27]2[CH:28]=[CH:29][CH:30]=[CH:31][CH:32]=2)=[CH:16][C:15]([NH:14][S:11]([C:8]2[CH:9]=[CH:10][C:5]([C:1]([CH3:2])([CH3:4])[CH3:3])=[CH:6][CH:7]=2)(=[O:12])=[O:13])=[CH:23][CH:22]=3)=[O:26])[CH2:35][CH2:36]1. The catalyst class is: 98. (6) Product: [CH3:21][O:20][C:5]1[CH:4]=[C:3]([CH3:22])[C:2]([B:23]2[O:27][C:26]([CH3:29])([CH3:28])[C:25]([CH3:31])([CH3:30])[O:24]2)=[CH:19][C:6]=1[C:7]([NH:9][C:10]1([C:13]2[N:18]=[CH:17][CH:16]=[CH:15][N:14]=2)[CH2:12][CH2:11]1)=[O:8]. Reactant: I[C:2]1[C:3]([CH3:22])=[CH:4][C:5]([O:20][CH3:21])=[C:6]([CH:19]=1)[C:7]([NH:9][C:10]1([C:13]2[N:18]=[CH:17][CH:16]=[CH:15][N:14]=2)[CH2:12][CH2:11]1)=[O:8].[B:23]1([B:23]2[O:27][C:26]([CH3:29])([CH3:28])[C:25]([CH3:31])([CH3:30])[O:24]2)[O:27][C:26]([CH3:29])([CH3:28])[C:25]([CH3:31])([CH3:30])[O:24]1.C([O-])(=O)C.[K+]. The catalyst class is: 75. (7) Reactant: Cl.[F:2][C:3]1[CH:4]=[N:5][C:6]([C@@H:9]([NH2:11])[CH3:10])=[N:7][CH:8]=1.Cl[C:13]1[N:18]=[C:17]([NH:19][C:20]2[CH:24]=[C:23]([CH:25]3[CH2:27][CH2:26]3)[NH:22][N:21]=2)[C:16]([F:28])=[CH:15][N:14]=1.CCN(C(C)C)C(C)C. The catalyst class is: 114. Product: [CH:25]1([C:23]2[NH:22][N:21]=[C:20]([NH:19][C:17]3[C:16]([F:28])=[CH:15][N:14]=[C:13]([NH:11][C@H:9]([C:6]4[N:7]=[CH:8][C:3]([F:2])=[CH:4][N:5]=4)[CH3:10])[N:18]=3)[CH:24]=2)[CH2:27][CH2:26]1.